Dataset: Catalyst prediction with 721,799 reactions and 888 catalyst types from USPTO. Task: Predict which catalyst facilitates the given reaction. (1) Reactant: [NH2:1][C@@H:2]1[CH2:6][CH2:5][N:4]([C:7]([O:9][C:10]([CH3:13])([CH3:12])[CH3:11])=[O:8])[CH2:3]1.Br[CH2:15][C:16]([NH2:18])=[O:17].C(=O)([O-])[O-].[K+].[K+]. Product: [C:10]([O:9][C:7]([N:4]1[CH2:5][CH2:6][CH:2]([NH:1][CH2:15][C:16](=[O:17])[NH2:18])[CH2:3]1)=[O:8])([CH3:13])([CH3:12])[CH3:11]. The catalyst class is: 3. (2) Reactant: [CH3:1][C:2]1[C:3]([NH:13][C:14]2[CH:19]=[CH:18][C:17]([OH:20])=[CH:16][CH:15]=2)=[N:4][N:5]([C:7]2[CH:12]=[CH:11][CH:10]=[CH:9][CH:8]=2)[CH:6]=1.Cl[C:22]1[C:27]([C:28]2[CH:33]=[CH:32][N:31]=[C:30]([NH2:34])[N:29]=2)=[CH:26][CH:25]=[CH:24][N:23]=1.C(=O)([O-])[O-].[Cs+].[Cs+]. Product: [CH3:1][C:2]1[C:3]([NH:13][C:14]2[CH:15]=[CH:16][C:17]([O:20][C:22]3[C:27]([C:28]4[CH:33]=[CH:32][N:31]=[C:30]([NH2:34])[N:29]=4)=[CH:26][CH:25]=[CH:24][N:23]=3)=[CH:18][CH:19]=2)=[N:4][N:5]([C:7]2[CH:8]=[CH:9][CH:10]=[CH:11][CH:12]=2)[CH:6]=1. The catalyst class is: 16. (3) Reactant: CCN=C=NCCCN(C)C.[C:12]([NH:19][CH2:20][C:21]([OH:23])=O)([O:14][C:15]([CH3:18])([CH3:17])[CH3:16])=[O:13].[Cl:24][C:25]1[CH:30]=[CH:29][C:28]([CH:31]([C:53]2[CH:58]=[CH:57][C:56]([Cl:59])=[CH:55][CH:54]=2)[N:32]2[CH2:35][C:34](=[CH:36][S:37]([CH2:40][C:41]3[CH:42]=[C:43]([N:47]4[CH2:52][CH2:51][NH:50][CH2:49][CH2:48]4)[CH:44]=[CH:45][CH:46]=3)(=[O:39])=[O:38])[CH2:33]2)=[CH:27][CH:26]=1. Product: [C:15]([O:14][C:12](=[O:13])[NH:19][CH2:20][C:21]([N:50]1[CH2:51][CH2:52][N:47]([C:43]2[CH:44]=[CH:45][CH:46]=[C:41]([CH2:40][S:37]([CH:36]=[C:34]3[CH2:33][N:32]([CH:31]([C:28]4[CH:27]=[CH:26][C:25]([Cl:24])=[CH:30][CH:29]=4)[C:53]4[CH:58]=[CH:57][C:56]([Cl:59])=[CH:55][CH:54]=4)[CH2:35]3)(=[O:38])=[O:39])[CH:42]=2)[CH2:48][CH2:49]1)=[O:23])([CH3:16])([CH3:17])[CH3:18]. The catalyst class is: 4. (4) Reactant: Br[C:2]1[C:3]([CH3:10])=[N:4][C:5]([Cl:9])=[CH:6][C:7]=1[CH3:8].[Li]C(C)(C)C.CN([CH:19]=[O:20])C. Product: [Cl:9][C:5]1[N:4]=[C:3]([CH3:10])[C:2]([CH:19]=[O:20])=[C:7]([CH3:8])[CH:6]=1. The catalyst class is: 28. (5) Reactant: C([N:14]1[CH2:19][CH2:18][N:17]([C:20]2[CH:21]=[CH:22][C:23]([O:42][CH3:43])=[C:24]3[C:29]=2[CH2:28][N:27]([C:30](=[O:41])[CH2:31][C:32]2[CH:37]=[CH:36][C:35]([CH:38]([CH3:40])[CH3:39])=[CH:34][CH:33]=2)[CH2:26][CH2:25]3)[CH2:16][CH2:15]1)(C1C=CC=CC=1)C1C=CC=CC=1. Product: [CH:38]([C:35]1[CH:34]=[CH:33][C:32]([CH2:31][C:30]([N:27]2[CH2:26][CH2:25][C:24]3[C:29](=[C:20]([N:17]4[CH2:16][CH2:15][NH:14][CH2:19][CH2:18]4)[CH:21]=[CH:22][C:23]=3[O:42][CH3:43])[CH2:28]2)=[O:41])=[CH:37][CH:36]=1)([CH3:40])[CH3:39]. The catalyst class is: 55. (6) Reactant: [O:1]=[C:2]([N:12]1[CH2:17][CH2:16][C:15]2([CH2:26][C:25]3[C:20](=[N:21][CH:22]=[C:23](/[CH:27]=[CH:28]/[C:29](=[O:42])[N:30]4[CH2:35][CH2:34][C:33]([CH2:36][C:37]5[S:38][CH:39]=[CH:40][N:41]=5)=[CH:32][CH2:31]4)[CH:24]=3)[NH:19][C:18]2=[O:43])[CH2:14][CH2:13]1)[CH2:3][NH:4]C(=O)OC(C)(C)C.[ClH:44]. Product: [ClH:44].[NH2:4][CH2:3][C:2]([N:12]1[CH2:13][CH2:14][C:15]2([CH2:26][C:25]3[C:20](=[N:21][CH:22]=[C:23](/[CH:27]=[CH:28]/[C:29](=[O:42])[N:30]4[CH2:35][CH2:34][C:33]([CH2:36][C:37]5[S:38][CH:39]=[CH:40][N:41]=5)=[CH:32][CH2:31]4)[CH:24]=3)[NH:19][C:18]2=[O:43])[CH2:16][CH2:17]1)=[O:1]. The catalyst class is: 440.